Dataset: NCI-60 drug combinations with 297,098 pairs across 59 cell lines. Task: Regression. Given two drug SMILES strings and cell line genomic features, predict the synergy score measuring deviation from expected non-interaction effect. Drug 1: CN(C)N=NC1=C(NC=N1)C(=O)N. Drug 2: COCCOC1=C(C=C2C(=C1)C(=NC=N2)NC3=CC=CC(=C3)C#C)OCCOC.Cl. Cell line: HOP-92. Synergy scores: CSS=4.96, Synergy_ZIP=-2.18, Synergy_Bliss=-3.64, Synergy_Loewe=-3.94, Synergy_HSA=-2.85.